From a dataset of Reaction yield outcomes from USPTO patents with 853,638 reactions. Predict the reaction yield, written as a fraction of the theoretical maximum amount of product (1.0 means a 100% yield; for example, 0.34 means a 34% yield). (1) The reactants are [Br:1][CH2:2][CH2:3][CH2:4][CH2:5][CH2:6][CH2:7][CH2:8][CH2:9][CH2:10][OH:11].CS(C)=O.C(N(C(C)C)CC)(C)C. The catalyst is ClCCl. The product is [Br:1][CH2:2][CH2:3][CH2:4][CH2:5][CH2:6][CH2:7][CH2:8][CH2:9][CH:10]=[O:11]. The yield is 0.810. (2) The reactants are FC(F)(F)S(O[C:7]1[CH:12]=[CH:11][C:10]([N:13]2[CH:18]=[C:17]([O:19][CH3:20])[C:16](=[O:21])[C:15]([C:22]3[N:26]([C:27]4[CH:32]=[CH:31][CH:30]=[CH:29][CH:28]=4)[N:25]=[CH:24][CH:23]=3)=[N:14]2)=[C:9]([F:33])[CH:8]=1)(=O)=O.[CH3:36][C:37]1[C:41](B(O)O)=[C:40]([CH3:45])[O:39][N:38]=1.C([O-])([O-])=O.[Na+].[Na+].COCCOC. The catalyst is C1C=CC([P]([Pd]([P](C2C=CC=CC=2)(C2C=CC=CC=2)C2C=CC=CC=2)([P](C2C=CC=CC=2)(C2C=CC=CC=2)C2C=CC=CC=2)[P](C2C=CC=CC=2)(C2C=CC=CC=2)C2C=CC=CC=2)(C2C=CC=CC=2)C2C=CC=CC=2)=CC=1.O. The product is [CH3:36][C:37]1[C:41]([C:7]2[CH:12]=[CH:11][C:10]([N:13]3[CH:18]=[C:17]([O:19][CH3:20])[C:16](=[O:21])[C:15]([C:22]4[N:26]([C:27]5[CH:32]=[CH:31][CH:30]=[CH:29][CH:28]=5)[N:25]=[CH:24][CH:23]=4)=[N:14]3)=[C:9]([F:33])[CH:8]=2)=[C:40]([CH3:45])[O:39][N:38]=1. The yield is 0.590. (3) The reactants are [ClH:1].[F:2][C:3]1[CH:4]=[C:5]([C:10]2[C:18]3[C:13](=[CH:14][C:15]([O:19][CH2:20][CH2:21][N:22]4[CH2:27][CH2:26][N:25]([S:28]([CH3:31])(=[O:30])=[O:29])[CH2:24][CH2:23]4)=[CH:16][CH:17]=3)[C:12](=[O:32])[C:11]=2[C:33]2[CH:38]=CC(C(F)(F)F)=C[CH:34]=2)[CH:6]=[C:7]([F:9])[CH:8]=1.O1CCN(CCOC2C=C3C(C(C4C=CC=CC=4)=C(Br)C3=O)=CC=2)CC1.[N:69]1C=C(B(O)O)C=[N:71][CH:70]=1. No catalyst specified. The product is [ClH:1].[F:2][C:3]1[CH:4]=[C:5]([C:10]2[C:18]3[C:13](=[CH:14][C:15]([O:19][CH2:20][CH2:21][N:22]4[CH2:27][CH2:26][N:25]([S:28]([CH3:31])(=[O:29])=[O:30])[CH2:24][CH2:23]4)=[CH:16][CH:17]=3)[C:12](=[O:32])[C:11]=2[C:33]2[CH:34]=[N:69][CH:70]=[N:71][CH:38]=2)[CH:6]=[C:7]([F:9])[CH:8]=1. The yield is 0.340. (4) The reactants are C([O:3][C:4]([C:6]1[N:7]([C:27]2[CH:32]=[CH:31][C:30]([O:33][CH:34]([CH3:36])[CH3:35])=[CH:29][CH:28]=2)[C:8]2[C:13]([CH:14]=1)=[CH:12][CH:11]=[C:10]([O:15][C:16]1[CH:21]=[CH:20][C:19]([O:22][C:23]([F:26])([F:25])[F:24])=[CH:18][CH:17]=1)[CH:9]=2)=[O:5])C.[OH-].[Na+].Cl. The catalyst is CC#N. The product is [CH:34]([O:33][C:30]1[CH:31]=[CH:32][C:27]([N:7]2[C:8]3[C:13](=[CH:12][CH:11]=[C:10]([O:15][C:16]4[CH:21]=[CH:20][C:19]([O:22][C:23]([F:24])([F:25])[F:26])=[CH:18][CH:17]=4)[CH:9]=3)[CH:14]=[C:6]2[C:4]([OH:5])=[O:3])=[CH:28][CH:29]=1)([CH3:36])[CH3:35]. The yield is 0.820. (5) The reactants are C([O-])([O-])=O.[Cs+].[Cs+].[CH2:7]([O:9][C:10](=[O:19])[C:11]1[CH:16]=[CH:15][C:14]([OH:17])=[C:13]([OH:18])[CH:12]=1)[CH3:8].Br[CH2:21][CH2:22]Br. The catalyst is CN(C=O)C. The product is [CH2:7]([O:9][C:10]([C:11]1[CH:16]=[CH:15][C:14]2[O:17][CH2:21][CH2:22][O:18][C:13]=2[CH:12]=1)=[O:19])[CH3:8]. The yield is 0.290. (6) The reactants are [CH:1]1([N:4]2[C:8]([NH2:9])=[C:7]([I:10])[CH:6]=[N:5]2)[CH2:3][CH2:2]1.C(NC(C)C)(C)C.[C:18](Cl)(=[O:20])[CH3:19]. The catalyst is ClCCl. The product is [CH:1]1([N:4]2[C:8]([NH:9][C:18](=[O:20])[CH3:19])=[C:7]([I:10])[CH:6]=[N:5]2)[CH2:3][CH2:2]1. The yield is 0.920.